This data is from Forward reaction prediction with 1.9M reactions from USPTO patents (1976-2016). The task is: Predict the product of the given reaction. (1) Given the reactants [NH2:1][C:2]1[CH:7]=[CH:6][C:5]([S:8]([NH:11][C:12]2[C:21]([Cl:22])=[N:20][C:19]3[C:14](=[CH:15][CH:16]=[CH:17][CH:18]=3)[N:13]=2)(=[O:10])=[O:9])=[CH:4][CH:3]=1.Cl.[CH3:24][N:25]([CH2:27][C:28](Cl)=[O:29])[CH3:26].C(N(C(C)C)C(C)C)C, predict the reaction product. The product is: [Cl:22][C:21]1[C:12]([NH:11][S:8]([C:5]2[CH:4]=[CH:3][C:2]([NH:1][C:28](=[O:29])[CH2:27][N:25]([CH3:26])[CH3:24])=[CH:7][CH:6]=2)(=[O:10])=[O:9])=[N:13][C:14]2[C:19]([N:20]=1)=[CH:18][CH:17]=[CH:16][CH:15]=2. (2) Given the reactants [F:1][C:2]1[C:3]([NH:9][C:10]([NH:12][C:13]2[CH:18]=[CH:17][CH:16]=[CH:15][CH:14]=2)=[O:11])=[N:4][C:5]([OH:8])=[N:6][CH:7]=1.[C:19]1([S:25](Cl)(=[O:27])=[O:26])[CH:24]=[CH:23][CH:22]=[CH:21][CH:20]=1, predict the reaction product. The product is: [C:19]1([S:25]([N:6]2[CH:7]=[C:2]([F:1])[C:3]([NH:9][C:10]([NH:12][C:13]3[CH:14]=[CH:15][CH:16]=[CH:17][CH:18]=3)=[O:11])=[N:4][C:5]2=[O:8])(=[O:27])=[O:26])[CH:24]=[CH:23][CH:22]=[CH:21][CH:20]=1. (3) Given the reactants CN(C)C=O.C(Cl)(=O)C(Cl)=O.[CH:12]1([S:15]([C:18]2[CH:23]=[CH:22][C:21]([C@@H:24]([CH2:28][CH:29]3[CH2:34][CH2:33][O:32][CH2:31][CH2:30]3)[C:25]([OH:27])=O)=[CH:20][CH:19]=2)(=[O:17])=[O:16])[CH2:14][CH2:13]1.N1C=CC=CC=1.[NH2:41][C:42]1[CH:47]=[N:46][CH:45]=[CH:44][N:43]=1, predict the reaction product. The product is: [CH:12]1([S:15]([C:18]2[CH:19]=[CH:20][C:21]([C@@H:24]([CH2:28][CH:29]3[CH2:34][CH2:33][O:32][CH2:31][CH2:30]3)[C:25]([NH:41][C:42]3[CH:47]=[N:46][CH:45]=[CH:44][N:43]=3)=[O:27])=[CH:22][CH:23]=2)(=[O:16])=[O:17])[CH2:13][CH2:14]1. (4) Given the reactants [CH2:1]([C:8]1[CH:25]=[CH:24][CH:23]=[CH:22][C:9]=1[CH2:10][N:11]1[CH:16]=[CH:15][CH:14]=[C:13]([C:17]([O:19]C)=[O:18])[C:12]1=[O:21])[C:2]1[CH:7]=[CH:6][CH:5]=[CH:4][CH:3]=1.[OH-].[Na+], predict the reaction product. The product is: [CH2:1]([C:8]1[CH:25]=[CH:24][CH:23]=[CH:22][C:9]=1[CH2:10][N:11]1[CH:16]=[CH:15][CH:14]=[C:13]([C:17]([OH:19])=[O:18])[C:12]1=[O:21])[C:2]1[CH:3]=[CH:4][CH:5]=[CH:6][CH:7]=1.